Dataset: Experimentally validated miRNA-target interactions with 360,000+ pairs, plus equal number of negative samples. Task: Binary Classification. Given a miRNA mature sequence and a target amino acid sequence, predict their likelihood of interaction. (1) The miRNA is mmu-miR-674-5p with sequence GCACUGAGAUGGGAGUGGUGUA. The protein sequence of the target gene is MSNPSAPPPYEDHNPLYPGSPPPGGYGQPSVLPGGYPAYPAYPQPGYGHPAGYPQPVPPVHPMPMNYGHDYNEEERAGSDSFRPGEWDDRKVRHSFIQKVYCIISVQLLITVAIIAIFTFVEPVGKYVRNNVAVYYVSYAVFLVTYLTLACCQGPRRRFPWDIILLTIFTLALGFVTGTISSMYENKAVIIAMIITAVVSISVTIFCFQTKVDFTSCTGLFCVLGIVLMVTGIVTSIVLIFKYIYWLHMVYAALGAICFTLFLAYDTQLVLGNRKHTISPEDYITGALQIYTDIVYIFTF.... Result: 0 (no interaction). (2) The miRNA is hsa-miR-6852-3p with sequence UGUCCUCUGUUCCUCAG. The protein sequence of the target gene is MESPVELLAALPALVTALALLLAWLLLRRGAARVPAPESTASDEAPGAPAPPEPPESCAPEPAPEGPSQSERVAEPEESEAEEPAAEGRQDEDSDSEMGPPTEEPEEEDGAAFSFKYSPGQLRGSQYKKMMTKEELEEEHRVQKEQLAAIFKLMKDNKDTFGEMSDGDMQEQLRLYDM. Result: 0 (no interaction).